This data is from Peptide-MHC class I binding affinity with 185,985 pairs from IEDB/IMGT. The task is: Regression. Given a peptide amino acid sequence and an MHC pseudo amino acid sequence, predict their binding affinity value. This is MHC class I binding data. (1) The binding affinity (normalized) is 0.0847. The MHC is HLA-B44:02 with pseudo-sequence HLA-B44:02. The peptide sequence is ARLGKGYMF. (2) The MHC is HLA-B51:01 with pseudo-sequence HLA-B51:01. The peptide sequence is MPVGGQSSF. The binding affinity (normalized) is 0.0847. (3) The MHC is HLA-B35:01 with pseudo-sequence HLA-B35:01. The binding affinity (normalized) is 0.0847. The peptide sequence is WFGHLASDW. (4) The peptide sequence is FTWYGIAAL. The MHC is HLA-A01:01 with pseudo-sequence HLA-A01:01. The binding affinity (normalized) is 0.0847. (5) The peptide sequence is IYVLVMLVL. The MHC is HLA-A68:01 with pseudo-sequence HLA-A68:01. The binding affinity (normalized) is 0.109.